The task is: Predict the reactants needed to synthesize the given product.. This data is from Full USPTO retrosynthesis dataset with 1.9M reactions from patents (1976-2016). (1) Given the product [F:19][C:20]1[CH:28]=[CH:27][C:23]([C:24]([O:18][C:10]([C:7]2[CH:8]=[CH:9][C:4]([F:3])=[CH:5][CH:6]=2)=[CH:11][C:12]2[CH:17]=[CH:16][N:15]=[CH:14][CH:13]=2)=[O:25])=[CH:22][CH:21]=1, predict the reactants needed to synthesize it. The reactants are: [H-].[Na+].[F:3][C:4]1[CH:9]=[CH:8][C:7]([C:10](=[O:18])[CH2:11][C:12]2[CH:17]=[CH:16][N:15]=[CH:14][CH:13]=2)=[CH:6][CH:5]=1.[F:19][C:20]1[CH:28]=[CH:27][C:23]([C:24](Cl)=[O:25])=[CH:22][CH:21]=1.O. (2) Given the product [CH3:17][O:9][C:8]([C:5]1[CH:4]=[C:3]([CH3:11])[C:2]([Br:1])=[CH:7][N:6]=1)=[O:10], predict the reactants needed to synthesize it. The reactants are: [Br:1][C:2]1[C:3]([CH3:11])=[CH:4][C:5]([C:8]([OH:10])=[O:9])=[N:6][CH:7]=1.OS(O)(=O)=O.[C:17]([O-])(O)=O.[Na+]. (3) Given the product [Cl:28][C:7]1=[N:8][C:9]2[CH:15]=[CH:14][CH:13]=[CH:12][C:10]=2[S:11][C:5]2[CH:4]=[CH:3][CH:2]=[CH:1][C:6]1=2, predict the reactants needed to synthesize it. The reactants are: [CH:1]1[C:6]2[C:7](=O)[NH:8][C:9]3[CH:15]=[CH:14][CH:13]=[CH:12][C:10]=3[S:11][C:5]=2[CH:4]=[CH:3][CH:2]=1.CN(C)C1C=CC=CC=1.O=P(Cl)(Cl)[Cl:28]. (4) The reactants are: Cl.Cl.[CH3:3][O:4][C:5]1[CH:10]=[CH:9][C:8]([NH:11][C:12]2[C:13]([NH2:18])=[CH:14][CH:15]=[CH:16][CH:17]=2)=[C:7]([CH3:19])[CH:6]=1.[CH2:20]([N:22]([CH2:25]C)[CH2:23][CH3:24])[CH3:21].CCCP1(OP(CCC)(=O)OP(CCC)(=O)O1)=O.C(OCC)(=O)C.[N-]=[C:52]=[O:53]. Given the product [CH3:3][O:4][C:5]1[CH:10]=[CH:9][C:8]([NH:11][C:12]2[CH:17]=[CH:16][CH:15]=[CH:14][C:13]=2[NH:18][C:52]([C:20]2[N:22]([CH3:25])[CH:23]=[CH:24][CH:21]=2)=[O:53])=[C:7]([CH3:19])[CH:6]=1, predict the reactants needed to synthesize it. (5) Given the product [NH2:7][CH2:8][CH2:9][CH2:10][N:11]([CH2:16][C:17]1[CH:22]=[CH:21][CH:20]=[C:19]([C:23]2[CH:28]=[CH:27][N:26]=[C:25]([NH:31][CH2:32][CH:33]([OH:34])[C:35]3[CH:40]=[CH:39][CH:38]=[C:37]([OH:41])[CH:36]=3)[N:24]=2)[CH:18]=1)[S:12]([CH3:15])(=[O:13])=[O:14], predict the reactants needed to synthesize it. The reactants are: C(OC(=O)[NH:7][CH2:8][CH2:9][CH2:10][N:11]([CH2:16][C:17]1[CH:22]=[CH:21][CH:20]=[C:19]([C:23]2[CH:28]=[CH:27][N:26]=[C:25](Cl)[N:24]=2)[CH:18]=1)[S:12]([CH3:15])(=[O:14])=[O:13])(C)(C)C.[NH2:31][CH2:32][CH:33]([C:35]1[CH:36]=[C:37]([OH:41])[CH:38]=[CH:39][CH:40]=1)[OH:34]. (6) Given the product [OH:10][C:8]([C:4]1[CH:3]=[C:2]([OH:1])[CH:7]=[CH:6][CH:5]=1)([C:13]1[CH:14]=[CH:15][CH:16]=[C:11]([CH3:19])[CH:12]=1)[CH3:9], predict the reactants needed to synthesize it. The reactants are: [OH:1][C:2]1[CH:3]=[C:4]([C:8](=[O:10])[CH3:9])[CH:5]=[CH:6][CH:7]=1.[C:11]1([CH3:19])[CH:16]=[CH:15][CH:14]=[C:13]([Mg]Cl)[CH:12]=1. (7) Given the product [ClH:18].[CH3:12][O:11][CH2:10][CH2:9][NH:8][CH2:13][CH:14]1[CH2:16][CH:15]1[CH3:17], predict the reactants needed to synthesize it. The reactants are: C([N:8]([CH2:13][CH:14]1[CH2:16][CH:15]1[CH3:17])[CH2:9][CH2:10][O:11][CH3:12])C1C=CC=CC=1.[ClH:18]. (8) Given the product [CH:1]1([N:7]2[CH2:11][CH2:10][CH:9]([CH2:12][C:13]3[CH:18]=[CH:17][CH:16]=[CH:15][C:14]=3[N:19]([CH3:26])[C:20](=[O:22])[CH3:21])[C:8]2=[O:23])[CH2:2][CH2:3][CH2:4][CH2:5][CH2:6]1, predict the reactants needed to synthesize it. The reactants are: [CH:1]1([N:7]2[CH2:11][CH2:10][CH:9]([CH2:12][C:13]3[CH:18]=[CH:17][CH:16]=[CH:15][C:14]=3[NH:19][C:20](=[O:22])[CH3:21])[C:8]2=[O:23])[CH2:6][CH2:5][CH2:4][CH2:3][CH2:2]1.[H-].[Na+].[CH3:26]I.